Dataset: Forward reaction prediction with 1.9M reactions from USPTO patents (1976-2016). Task: Predict the product of the given reaction. (1) The product is: [N:4]1[N:3]([CH2:7][C:8]([N:18]2[CH2:19][C@H:15]([CH2:14][C:13]3[CH:37]=[CH:38][C:39]([F:41])=[CH:40][C:12]=3[Cl:11])[CH2:16][C@H:17]2[C:20]([NH:22][C:23]2[CH:28]=[CH:27][C:26]([O:29][C:30]3[CH:31]=[CH:32][C:33]([F:36])=[CH:34][CH:35]=3)=[CH:25][CH:24]=2)=[O:21])=[O:10])[N:2]=[CH:6][CH:5]=1. Given the reactants Cl.[N:2]1[N:3]([CH2:7][C:8]([OH:10])=O)[N:4]=[CH:5][CH:6]=1.[Cl:11][C:12]1[CH:40]=[C:39]([F:41])[CH:38]=[CH:37][C:13]=1[CH2:14][C@H:15]1[CH2:19][NH:18][C@H:17]([C:20]([NH:22][C:23]2[CH:28]=[CH:27][C:26]([O:29][C:30]3[CH:35]=[CH:34][C:33]([F:36])=[CH:32][CH:31]=3)=[CH:25][CH:24]=2)=[O:21])[CH2:16]1, predict the reaction product. (2) Given the reactants [NH2:1][C:2]1[N:3]=[CH:4][C:5]([C:8]2[CH2:13][CH2:12][CH2:11][C:10](=[O:14])[CH:9]=2)=[N:6][CH:7]=1.[Ce].[Cl-].[BH4-].[Na+].S([O-])([O-])(=O)=O.[Na+].[Na+], predict the reaction product. The product is: [NH2:1][C:2]1[N:3]=[CH:4][C:5]([C:8]2[CH2:13][CH2:12][CH2:11][CH:10]([OH:14])[CH:9]=2)=[N:6][CH:7]=1. (3) Given the reactants [H-].[Na+].[OH:3][C:4]1[C:11]([CH3:12])=[CH:10][C:7]([C:8]#[N:9])=[CH:6][C:5]=1[CH3:13].[Cl:14][C:15]1[N:16]=[C:17](Cl)[C:18]2[N:23]([CH3:24])[CH:22]=[CH:21][C:19]=2[N:20]=1, predict the reaction product. The product is: [Cl:14][C:15]1[N:16]=[C:17]([O:3][C:4]2[C:5]([CH3:13])=[CH:6][C:7]([C:8]#[N:9])=[CH:10][C:11]=2[CH3:12])[C:18]2[N:23]([CH3:24])[CH:22]=[CH:21][C:19]=2[N:20]=1. (4) Given the reactants I[C:2]1[C:11]2=[CH:12][N:13]([C@@H:15]3[O:21][C@H:20]([CH2:22][OH:23])[C@@H:18]([OH:19])[C@@:16]3([CH3:24])[OH:17])[N:14]=[C:9]3[C:10]2=[C:4]([C:5](=[O:25])[NH:6][N:7]=[CH:8]3)[CH:3]=1.[C:26]([Cu])#[N:27], predict the reaction product. The product is: [C:26]([C:2]1[C:11]2=[CH:12][N:13]([C@@H:15]3[O:21][C@H:20]([CH2:22][OH:23])[C@@H:18]([OH:19])[C@@:16]3([CH3:24])[OH:17])[N:14]=[C:9]3[C:10]2=[C:4]([C:5](=[O:25])[NH:6][N:7]=[CH:8]3)[CH:3]=1)#[N:27].